From a dataset of Catalyst prediction with 721,799 reactions and 888 catalyst types from USPTO. Predict which catalyst facilitates the given reaction. (1) Reactant: [F:1][C:2]([F:19])([F:18])[C:3]1[CH:8]=[CH:7][CH:6]=[CH:5][C:4]=1[N:9]1[CH2:13][C@@H:12]2[C@@H:14]([NH2:17])[CH2:15][CH2:16][C@@H:11]2[CH2:10]1.[C:20]([O:24][C:25]([N:27]([CH3:36])[C@H:28]([C:33](O)=[O:34])[CH2:29][CH:30]([CH3:32])[CH3:31])=[O:26])([CH3:23])([CH3:22])[CH3:21].O.ON1C2C=CC=CC=2N=N1.C(N=C=NCCCN(C)C)C. Product: [CH3:36][N:27]([C@@H:28]([CH2:29][CH:30]([CH3:32])[CH3:31])[C:33](=[O:34])[NH:17][C@@H:14]1[C@@H:12]2[C@@H:11]([CH2:10][N:9]([C:4]3[CH:5]=[CH:6][CH:7]=[CH:8][C:3]=3[C:2]([F:1])([F:18])[F:19])[CH2:13]2)[CH2:16][CH2:15]1)[C:25](=[O:26])[O:24][C:20]([CH3:23])([CH3:22])[CH3:21]. The catalyst class is: 4. (2) Reactant: [Si]([O:18][C@@H:19]1[CH2:24][CH2:23][CH2:22][C@H:21]([CH2:25][CH:26]=[C:27]([CH2:35][CH3:36])[C:28]([O:30][C:31]([CH3:34])([CH3:33])[CH3:32])=[O:29])[CH2:20]1)(C(C)(C)C)(C1C=CC=CC=1)C1C=CC=CC=1.[F-].C([N+](CCCC)(CCCC)CCCC)CCC. Product: [CH2:35]([C:27](=[CH:26][CH2:25][C@H:21]1[CH2:22][CH2:23][CH2:24][C@@H:19]([OH:18])[CH2:20]1)[C:28]([O:30][C:31]([CH3:34])([CH3:32])[CH3:33])=[O:29])[CH3:36]. The catalyst class is: 7. (3) Reactant: [C:1]([C:3]1[CH:26]=[CH:25][C:6]([CH2:7][N:8]2[C:13](=[O:14])[CH2:12][CH:11]([CH2:15][CH3:16])[C:10]([C:17]3[CH:22]=[CH:21][C:20]([OH:23])=[C:19]([OH:24])[CH:18]=3)=[N:9]2)=[CH:5][CH:4]=1)#N.[OH-:27].[Na+].S(=O)(=O)(O)[OH:30]. Product: [C:1]([C:3]1[CH:26]=[CH:25][C:6]([CH2:7][N:8]2[C:13](=[O:14])[CH2:12][CH:11]([CH2:15][CH3:16])[C:10]([C:17]3[CH:22]=[CH:21][C:20]([OH:23])=[C:19]([OH:24])[CH:18]=3)=[N:9]2)=[CH:5][CH:4]=1)([OH:30])=[O:27]. The catalyst class is: 6. (4) Reactant: [CH3:1][O:2][C:3]1[CH:4]=[CH:5][CH:6]=[C:7]2[C:12]=1[CH2:11][C@@H:10]([N:13]([CH3:15])[CH3:14])[CH2:9][CH2:8]2.[Cl:16][S:17](O)(=[O:19])=[O:18].C(=O)(O)[O-].[Na+]. Product: [CH3:15][N:13]([CH3:14])[C@H:10]1[CH2:9][CH2:8][C:7]2[C:6]([S:17]([Cl:16])(=[O:19])=[O:18])=[CH:5][CH:4]=[C:3]([O:2][CH3:1])[C:12]=2[CH2:11]1. The catalyst class is: 22. (5) The catalyst class is: 1. Product: [C:1]([CH:3]([C:18]1[C:23]([C:24]([F:26])([F:27])[F:25])=[CH:22][C:21]([N+:28]([O-:30])=[O:29])=[CH:20][N:19]=1)[C:4]([O:6][C:7]([CH3:10])([CH3:9])[CH3:8])=[O:5])#[N:2]. Reactant: [C:1]([CH2:3][C:4]([O:6][C:7]([CH3:10])([CH3:9])[CH3:8])=[O:5])#[N:2].C([O-])([O-])=O.[K+].[K+].Cl[C:18]1[C:23]([C:24]([F:27])([F:26])[F:25])=[CH:22][C:21]([N+:28]([O-:30])=[O:29])=[CH:20][N:19]=1.